This data is from NCI-60 drug combinations with 297,098 pairs across 59 cell lines. The task is: Regression. Given two drug SMILES strings and cell line genomic features, predict the synergy score measuring deviation from expected non-interaction effect. (1) Drug 1: CCN(CC)CCNC(=O)C1=C(NC(=C1C)C=C2C3=C(C=CC(=C3)F)NC2=O)C. Drug 2: CC(C)(C#N)C1=CC(=CC(=C1)CN2C=NC=N2)C(C)(C)C#N. Cell line: NCI-H460. Synergy scores: CSS=14.3, Synergy_ZIP=-4.55, Synergy_Bliss=2.19, Synergy_Loewe=2.06, Synergy_HSA=2.57. (2) Drug 1: C1=C(C(=O)NC(=O)N1)N(CCCl)CCCl. Drug 2: CC12CCC3C(C1CCC2O)C(CC4=C3C=CC(=C4)O)CCCCCCCCCS(=O)CCCC(C(F)(F)F)(F)F. Cell line: PC-3. Synergy scores: CSS=15.8, Synergy_ZIP=1.20, Synergy_Bliss=1.45, Synergy_Loewe=0.855, Synergy_HSA=1.34. (3) Drug 2: CC(C)(C#N)C1=CC(=CC(=C1)CN2C=NC=N2)C(C)(C)C#N. Drug 1: CCC(=C(C1=CC=CC=C1)C2=CC=C(C=C2)OCCN(C)C)C3=CC=CC=C3.C(C(=O)O)C(CC(=O)O)(C(=O)O)O. Synergy scores: CSS=2.34, Synergy_ZIP=-0.920, Synergy_Bliss=-0.989, Synergy_Loewe=-1.17, Synergy_HSA=-1.53. Cell line: A549. (4) Drug 1: CNC(=O)C1=CC=CC=C1SC2=CC3=C(C=C2)C(=NN3)C=CC4=CC=CC=N4. Drug 2: CN1CCC(CC1)COC2=C(C=C3C(=C2)N=CN=C3NC4=C(C=C(C=C4)Br)F)OC. Cell line: HT29. Synergy scores: CSS=12.4, Synergy_ZIP=-0.959, Synergy_Bliss=8.24, Synergy_Loewe=5.02, Synergy_HSA=5.19.